Regression. Given a peptide amino acid sequence and an MHC pseudo amino acid sequence, predict their binding affinity value. This is MHC class I binding data. From a dataset of Peptide-MHC class I binding affinity with 185,985 pairs from IEDB/IMGT. (1) The binding affinity (normalized) is 0.313. The peptide sequence is AAAANTTAL. The MHC is HLA-C05:01 with pseudo-sequence HLA-C05:01. (2) The peptide sequence is FADSDNIAM. The MHC is HLA-B51:01 with pseudo-sequence HLA-B51:01. The binding affinity (normalized) is 0.0847. (3) The MHC is HLA-B35:01 with pseudo-sequence HLA-B35:01. The binding affinity (normalized) is 0.430. The peptide sequence is QPQNGQFIHF. (4) The MHC is HLA-A01:01 with pseudo-sequence HLA-A01:01. The binding affinity (normalized) is 0.0847. The peptide sequence is TLKGTSYKM. (5) The peptide sequence is GVNDTEAHA. The MHC is HLA-B15:01 with pseudo-sequence HLA-B15:01. The binding affinity (normalized) is 0.0847. (6) The binding affinity (normalized) is 0.489. The peptide sequence is AAKYVEHDPR. The MHC is HLA-A68:01 with pseudo-sequence HLA-A68:01.